This data is from Full USPTO retrosynthesis dataset with 1.9M reactions from patents (1976-2016). The task is: Predict the reactants needed to synthesize the given product. (1) Given the product [CH2:32]([NH:31][C:41]([NH:30][S:27]([CH2:26][CH2:25][C:17]1[C:18]([CH:22]2[CH2:23][CH2:24]2)=[N:19][N:20]([CH3:21])[C:16]=1[N:13]1[C:10]2=[N:11][CH:12]=[C:7]([Cl:6])[CH:8]=[C:9]2[CH:15]=[CH:14]1)(=[O:28])=[O:29])=[O:42])[CH2:33][CH2:34][CH3:35], predict the reactants needed to synthesize it. The reactants are: C(N)CCC.[Cl:6][C:7]1[CH:8]=[C:9]2[CH:15]=[CH:14][N:13]([C:16]3[N:20]([CH3:21])[N:19]=[C:18]([CH:22]4[CH2:24][CH2:23]4)[C:17]=3[CH2:25][CH2:26][S:27]([NH2:30])(=[O:29])=[O:28])[C:10]2=[N:11][CH:12]=1.[N:31]12[CH2:41]CCN=C1C[CH2:35][CH2:34][CH2:33][CH2:32]2.[OH2:42]. (2) Given the product [CH:16]([C:13]1[NH:14][C:15]([CH:23]=[O:24])=[N:11][N:12]=1)([CH3:18])[CH3:17], predict the reactants needed to synthesize it. The reactants are: [Li]CCCC.CN(C)S([N:11]1[CH2:15][NH:14][C:13]([CH:16]([CH3:18])[CH3:17])=[N:12]1)(=O)=O.CN([CH:23]=[O:24])C.[NH4+].[Cl-].Cl.C([O-])(O)=O.[Na+]. (3) Given the product [CH3:30][N:29]([CH2:28][C:25]1[CH:26]=[CH:27][C:22]([NH:8][C:5]2[N:4]=[C:3]([C:9]3[N:13]([CH:14]4[CH2:19][CH2:18][O:17][CH2:16][CH2:15]4)[C:12]([CH3:20])=[N:11][CH:10]=3)[C:2]([F:1])=[CH:7][N:6]=2)=[CH:23][CH:24]=1)[CH3:31], predict the reactants needed to synthesize it. The reactants are: [F:1][C:2]1[C:3]([C:9]2[N:13]([CH:14]3[CH2:19][CH2:18][O:17][CH2:16][CH2:15]3)[C:12]([CH3:20])=[N:11][CH:10]=2)=[N:4][C:5]([NH2:8])=[N:6][CH:7]=1.Br[C:22]1[CH:27]=[CH:26][C:25]([CH2:28][N:29]([CH3:31])[CH3:30])=[CH:24][CH:23]=1.CC(C1C=C(C(C)C)C(C2C=CC=CC=2P(C2CCCCC2)C2CCCCC2)=C(C(C)C)C=1)C.C([O-])([O-])=O.[Cs+].[Cs+]. (4) Given the product [NH2:1][C:2]1[C:7]([C:8]([C:10]2[CH:15]=[C:14]([F:16])[CH:13]=[CH:12][C:11]=2[O:17][CH3:18])=[O:9])=[CH:6][N:5]=[C:4]([NH:19][CH:20]2[CH2:25][CH2:24][N:23]([S:26]([CH2:29][CH2:30][CH2:31][N:35]3[CH2:39][CH2:38][CH2:37][CH2:36]3)(=[O:28])=[O:27])[CH2:22][CH2:21]2)[N:3]=1, predict the reactants needed to synthesize it. The reactants are: [NH2:1][C:2]1[C:7]([C:8]([C:10]2[CH:15]=[C:14]([F:16])[CH:13]=[CH:12][C:11]=2[O:17][CH3:18])=[O:9])=[CH:6][N:5]=[C:4]([NH:19][CH:20]2[CH2:25][CH2:24][N:23]([S:26]([CH2:29][CH2:30][CH2:31]Cl)(=[O:28])=[O:27])[CH2:22][CH2:21]2)[N:3]=1.[I-].[K+].[NH:35]1[CH2:39][CH2:38][CH2:37][CH2:36]1. (5) Given the product [CH:1]1([C@H:5]([NH:13][C:14]([C:16]2[C:21]([CH3:22])=[C:20]([Cl:31])[C:19](=[O:23])[N:18]([C:24]3[CH:25]=[CH:26][CH:27]=[CH:28][CH:29]=3)[C:17]=2[CH3:30])=[O:15])[C:6]2[CH:11]=[CH:10][CH:9]=[C:8]([F:12])[CH:7]=2)[CH2:4][CH2:3][CH2:2]1, predict the reactants needed to synthesize it. The reactants are: [CH:1]1([C@H:5]([NH:13][C:14]([C:16]2[C:21]([CH3:22])=[CH:20][C:19](=[O:23])[N:18]([C:24]3[CH:29]=[CH:28][CH:27]=[CH:26][CH:25]=3)[C:17]=2[CH3:30])=[O:15])[C:6]2[CH:11]=[CH:10][CH:9]=[C:8]([F:12])[CH:7]=2)[CH2:4][CH2:3][CH2:2]1.[Cl:31]N1C(=O)CCC1=O.CN(C)C=O. (6) Given the product [Cl:26][C:21]1[CH:22]=[CH:23][CH:24]=[CH:25][C:20]=1[N:19]1[C:15]([C:13]2[N:14]=[C:7]3[C:6]4[CH:27]=[C:2]([C:32]5[CH:33]=[N:28][CH:29]=[N:30][CH:31]=5)[CH:3]=[CH:4][C:5]=4[O:11][CH2:10][CH2:9][N:8]3[CH:12]=2)=[N:16][CH:17]=[N:18]1, predict the reactants needed to synthesize it. The reactants are: Br[C:2]1[CH:3]=[CH:4][C:5]2[O:11][CH2:10][CH2:9][N:8]3[CH:12]=[C:13]([C:15]4[N:19]([C:20]5[CH:25]=[CH:24][CH:23]=[CH:22][C:21]=5[Cl:26])[N:18]=[CH:17][N:16]=4)[N:14]=[C:7]3[C:6]=2[CH:27]=1.[N:28]1[CH:33]=[C:32](B(O)O)[CH:31]=[N:30][CH:29]=1.C([O-])([O-])=O.[Cs+].[Cs+].O. (7) Given the product [CH2:1]([O:3][C:4]([C:6]1[C:7]([O:15][CH2:22][C:23]2[CH:28]=[CH:27][CH:26]=[CH:25][CH:24]=2)=[N:8][N:9]([CH:12]([CH3:14])[CH3:13])[C:10]=1[Br:11])=[O:5])[CH3:2], predict the reactants needed to synthesize it. The reactants are: [CH2:1]([O:3][C:4]([C:6]1[C:7]([OH:15])=[N:8][N:9]([CH:12]([CH3:14])[CH3:13])[C:10]=1[Br:11])=[O:5])[CH3:2].C(=O)([O-])[O-].[K+].[K+].[CH2:22](Br)[C:23]1[CH:28]=[CH:27][CH:26]=[CH:25][CH:24]=1.Cl. (8) Given the product [NH2:1][C:4]1[CH:5]=[CH:6][C:7]([N:10]2[CH2:11][CH2:12][N:13]([C:16]([O:18][CH2:19][C:20]3[CH:21]=[CH:22][CH:23]=[CH:24][CH:25]=3)=[O:17])[CH2:14][CH2:15]2)=[CH:8][CH:9]=1, predict the reactants needed to synthesize it. The reactants are: [N+:1]([C:4]1[CH:9]=[CH:8][C:7]([N:10]2[CH2:15][CH2:14][N:13]([C:16]([O:18][CH2:19][C:20]3[CH:25]=[CH:24][CH:23]=[CH:22][CH:21]=3)=[O:17])[CH2:12][CH2:11]2)=[CH:6][CH:5]=1)([O-])=O.[BH4-].[Na+].Cl. (9) Given the product [Cl:7][C:8]1[CH:13]=[C:12]([C@@H:14]([N:16]2[CH2:20][C:18]([CH3:17])([CH3:19])[O:22][C:27](=[O:26])[C:28]2=[O:2])[CH3:15])[CH:11]=[CH:10][N:9]=1, predict the reactants needed to synthesize it. The reactants are: Cl([O-])(=O)(=O)=[O:2].[Li+].[Cl:7][C:8]1[CH:13]=[C:12]([C@@H:14]([NH2:16])[CH3:15])[CH:11]=[CH:10][N:9]=1.[CH3:17][C:18]1(O[CH2:20]1)[CH3:19].[OH-:22].[Na+].CC[O:26][CH2:27][CH3:28]. (10) Given the product [C:12]([O:15][C:7](=[O:9])[CH2:8][C:2]([CH3:10])([CH3:1])[CH2:3][C:4]([OH:6])=[O:5])([CH3:14])([CH3:13])[CH3:11], predict the reactants needed to synthesize it. The reactants are: [CH3:1][C:2]1([CH3:10])[CH2:8][C:7](=[O:9])[O:6][C:4](=[O:5])[CH2:3]1.[CH3:11][C:12]([O-:15])([CH3:14])[CH3:13].[K+].